Task: Predict the product of the given reaction.. Dataset: Forward reaction prediction with 1.9M reactions from USPTO patents (1976-2016) (1) Given the reactants Br[C:2]1[CH:3]=[C:4]([C:17]2[CH:22]=[CH:21][N:20]=[C:19]([NH2:23])[N:18]=2)[CH:5]=[C:6]([C:8]2[CH:16]=[CH:15][CH:14]=[C:13]3[C:9]=2[CH:10]=[CH:11][NH:12]3)[CH:7]=1.C(=O)([O-])[O-].[Cs+].[Cs+].[CH3:30][S:31]([NH2:34])(=[O:33])=[O:32].CNCCNC, predict the reaction product. The product is: [NH2:23][C:19]1[N:18]=[C:17]([C:4]2[CH:3]=[C:2]([NH:34][S:31]([CH3:30])(=[O:33])=[O:32])[CH:7]=[C:6]([C:8]3[CH:16]=[CH:15][CH:14]=[C:13]4[C:9]=3[CH:10]=[CH:11][NH:12]4)[CH:5]=2)[CH:22]=[CH:21][N:20]=1. (2) The product is: [CH3:9][N:8]([CH3:10])[CH2:7][CH2:6][O:5][C:4]1[CH:11]=[CH:12][CH:13]=[C:2]([B:17]2[O:18][C:19]([CH3:21])([CH3:20])[C:15]([CH3:36])([CH3:14])[O:16]2)[CH:3]=1. Given the reactants Br[C:2]1[CH:3]=[C:4]([CH:11]=[CH:12][CH:13]=1)[O:5][CH2:6][CH2:7][N:8]([CH3:10])[CH3:9].[CH3:14][C:15]1([CH3:36])[C:19]([CH3:21])([CH3:20])[O:18][B:17](C2C=CC(OC3C=CC=CC=3)=CC=2C)[O:16]1, predict the reaction product. (3) Given the reactants F[C:2]1[CH:3]=[C:4]2[C:9](=[CH:10][CH:11]=1)[N:8]=[C:7]([C:12]1[CH:17]=[CH:16][CH:15]=[C:14]([C:18]([F:21])([F:20])[F:19])[CH:13]=1)[C:6]([CH3:22])=[C:5]2[C:23]([O:25][CH3:26])=[O:24].[CH3:27][S-:28].[Na+].[H-].[Na+].CI, predict the reaction product. The product is: [CH3:22][C:6]1[C:7]([C:12]2[CH:17]=[CH:16][CH:15]=[C:14]([C:18]([F:21])([F:20])[F:19])[CH:13]=2)=[N:8][C:9]2[C:4]([C:5]=1[C:23]([O:25][CH3:26])=[O:24])=[CH:3][C:2]([S:28][CH3:27])=[CH:11][CH:10]=2. (4) Given the reactants [C:1]([NH:4][CH2:5][CH2:6][C:7]1[N:16]=[C:15]([C:17]([OH:19])=O)[C:14]2[C:9](=[CH:10][CH:11]=[CH:12][CH:13]=2)[N:8]=1)(=[O:3])[CH3:2].Cl.[OH:21][C:22]1[C:31]([CH3:32])=[CH:30][CH:29]=[C:28]2[C:23]=1[CH2:24][CH2:25][NH:26][CH2:27]2, predict the reaction product. The product is: [C:1]([NH:4][CH2:5][CH2:6][C:7]1[N:16]=[C:15]([C:17]([N:26]2[CH2:25][CH2:24][C:23]3[C:28](=[CH:29][CH:30]=[C:31]([CH3:32])[C:22]=3[OH:21])[CH2:27]2)=[O:19])[C:14]2[C:9](=[CH:10][CH:11]=[CH:12][CH:13]=2)[N:8]=1)(=[O:3])[CH3:2]. (5) Given the reactants C(O)(=O)C.C(O)(=O)C.IC1C=CC=CC=1.[OH:16][C@@H:17]([CH3:47])[C@@H:18]([N:30]1[CH2:46][CH2:45][CH2:44][C:31]21[C:34](=[O:35])[N:33]([CH2:36][C:37](=[O:43])[N:38]1[CH2:42][CH2:41][CH2:40][CH2:39]1)[CH2:32]2)[C:19]([NH:21]C1C=CC(OC)=CC=1)=[O:20], predict the reaction product. The product is: [OH:16][C@H:17]([CH3:47])[C@H:18]([N:30]1[CH2:46][CH2:45][CH2:44][C:31]21[C:34](=[O:35])[N:33]([CH2:36][C:37](=[O:43])[N:38]1[CH2:39][CH2:40][CH2:41][CH2:42]1)[CH2:32]2)[C:19]([NH2:21])=[O:20]. (6) Given the reactants C[O:2][C:3](=[O:29])[CH2:4][CH2:5][NH:6][C:7](=[O:28])[C:8]1[CH:13]=[CH:12][C:11]([CH:14]([O:19][C:20]2[CH:25]=[CH:24][C:23](Br)=[C:22]([Cl:27])[CH:21]=2)[CH2:15][CH:16]([CH3:18])[CH3:17])=[CH:10][CH:9]=1.[Cl:30][C:31]1[CH:36]=[C:35]([Cl:37])[CH:34]=[CH:33][C:32]=1B(O)O, predict the reaction product. The product is: [CH3:18][CH:16]([CH3:17])[CH2:15][CH:14]([C:11]1[CH:12]=[CH:13][C:8]([C:7]([NH:6][CH2:5][CH2:4][C:3]([OH:2])=[O:29])=[O:28])=[CH:9][CH:10]=1)[O:19][C:20]1[CH:25]=[CH:24][C:23]([C:34]2[CH:33]=[CH:32][C:31]([Cl:30])=[CH:36][C:35]=2[Cl:37])=[C:22]([Cl:27])[CH:21]=1.